From a dataset of M1 muscarinic receptor antagonist screen with 61,756 compounds. Binary Classification. Given a drug SMILES string, predict its activity (active/inactive) in a high-throughput screening assay against a specified biological target. (1) The drug is Fc1ccc(CNC(=O)c2cc(C(=O)NC3CCN(CC3)C(OCC)=O)c(cc2)CO)cc1. The result is 0 (inactive). (2) The drug is Clc1ccc(C(=O)NC2CCCCNC2=O)cc1. The result is 0 (inactive). (3) The drug is O=C1N(C(=O)C(/c2c1cccc2)=C\NCCO)c1ccccc1. The result is 0 (inactive). (4) The compound is n1(c(c2c(c1C)c(nnc2C)C)C)Cc1ccccc1. The result is 1 (active).